Dataset: Reaction yield outcomes from USPTO patents with 853,638 reactions. Task: Predict the reaction yield, written as a fraction of the theoretical maximum amount of product (1.0 means a 100% yield; for example, 0.34 means a 34% yield). (1) The reactants are [C:1]([O:5][C:6]([N:8]1[CH2:11][C:10]2([CH2:16][CH2:15][NH:14][CH2:13][CH2:12]2)[CH2:9]1)=[O:7])([CH3:4])([CH3:3])[CH3:2].C(N(CC)CC)C.Cl[C:25]([O:27][CH3:28])=[O:26]. The catalyst is C(Cl)Cl. The product is [CH3:28][O:27][C:25]([N:14]1[CH2:15][CH2:16][C:10]2([CH2:11][N:8]([C:6]([O:5][C:1]([CH3:4])([CH3:2])[CH3:3])=[O:7])[CH2:9]2)[CH2:12][CH2:13]1)=[O:26]. The yield is 1.00. (2) The yield is 0.847. The product is [CH2:1]([O:8][C:9](=[O:18])[C:10]1[CH:15]=[CH:14][C:13]([CH:21]=[CH:20][C:19]([O:23][CH3:24])=[O:22])=[C:12]([CH3:17])[CH:11]=1)[C:2]1[CH:7]=[CH:6][CH:5]=[CH:4][CH:3]=1. No catalyst specified. The reactants are [CH2:1]([O:8][C:9](=[O:18])[C:10]1[CH:15]=[CH:14][C:13](Br)=[C:12]([CH3:17])[CH:11]=1)[C:2]1[CH:7]=[CH:6][CH:5]=[CH:4][CH:3]=1.[C:19]([O:23][CH3:24])(=[O:22])[CH:20]=[CH2:21].C(N(C(C)C)CC)(C)C. (3) The yield is 0.750. The product is [CH:12]1([C:13]2[CH:19]=[CH:18][C:16]([OH:17])=[C:15]([CH3:2])[C:14]=2[OH:20])[CH2:8][CH2:9][CH2:10][CH2:11][CH2:6]1. The reactants are Cl.[C:2](O)(=O)C.[CH:6]1([CH2:12][C:13]2[CH:19]=[CH:18][C:16]([OH:17])=[CH:15][C:14]=2[OH:20])[CH2:11][CH2:10][CH2:9][CH2:8]C1. The catalyst is CO. (4) The reactants are Br[C:2]1[CH:3]=[CH:4][C:5]([C:12]([O:14][CH3:15])=[O:13])=[N:6][C:7]=1[O:8][CH2:9][CH2:10][F:11].Cl.[F:17][C:18]1([F:22])[CH2:21][NH:20][CH2:19]1.C1(P(C2C=CC=CC=2)C2C=CC3C(=CC=CC=3)C=2C2C3C(=CC=CC=3)C=CC=2P(C2C=CC=CC=2)C2C=CC=CC=2)C=CC=CC=1.C(=O)([O-])[O-].[Cs+].[Cs+]. The catalyst is C([O-])(=O)C.[Pd+2].C([O-])(=O)C. The product is [F:17][C:18]1([F:22])[CH2:21][N:20]([C:2]2[CH:3]=[CH:4][C:5]([C:12]([O:14][CH3:15])=[O:13])=[N:6][C:7]=2[O:8][CH2:9][CH2:10][F:11])[CH2:19]1. The yield is 0.540. (5) The reactants are C(OC([N:8]1[C@@H:13]([C@@H:14]([OH:29])[C@@H:15]([NH:25][C:26](=[O:28])[CH3:27])[CH2:16][C:17]2[CH:22]=[C:21]([F:23])[CH:20]=[C:19]([F:24])[CH:18]=2)[CH2:12][O:11][C@@H:10]([O:30][CH2:31][CH2:32][C:33]([CH3:36])([CH3:35])[CH3:34])[CH2:9]1)=O)(C)(C)C.[F:37][C:38]([F:43])([F:42])[C:39]([OH:41])=[O:40]. No catalyst specified. The product is [F:37][C:38]([F:43])([F:42])[C:39]([OH:41])=[O:40].[F:24][C:19]1[CH:18]=[C:17]([CH:22]=[C:21]([F:23])[CH:20]=1)[CH2:16][C@H:15]([NH:25][C:26](=[O:28])[CH3:27])[C@@H:14]([C@H:13]1[CH2:12][O:11][C@@H:10]([O:30][CH2:31][CH2:32][C:33]([CH3:36])([CH3:35])[CH3:34])[CH2:9][NH:8]1)[OH:29]. The yield is 0.988.